This data is from Peptide-MHC class I binding affinity with 185,985 pairs from IEDB/IMGT. The task is: Regression. Given a peptide amino acid sequence and an MHC pseudo amino acid sequence, predict their binding affinity value. This is MHC class I binding data. (1) The peptide sequence is GIRPYEILA. The MHC is HLA-A02:01 with pseudo-sequence HLA-A02:01. The binding affinity (normalized) is 0.677. (2) The peptide sequence is EIAQHGAWY. The MHC is HLA-A26:01 with pseudo-sequence HLA-A26:01. The binding affinity (normalized) is 0.936. (3) The peptide sequence is WSFLEDRVY. The MHC is HLA-A24:03 with pseudo-sequence HLA-A24:03. The binding affinity (normalized) is 0.0847. (4) The peptide sequence is RTRFFCIPK. The MHC is HLA-B08:01 with pseudo-sequence HLA-B08:01. The binding affinity (normalized) is 0.0847. (5) The peptide sequence is FVFEATKLY. The MHC is HLA-A26:03 with pseudo-sequence HLA-A26:03. The binding affinity (normalized) is 0.509.